Dataset: Reaction yield outcomes from USPTO patents with 853,638 reactions. Task: Predict the reaction yield, written as a fraction of the theoretical maximum amount of product (1.0 means a 100% yield; for example, 0.34 means a 34% yield). (1) The reactants are [C:1]([O:5][C:6]([N:8]1[CH2:14][CH2:13][CH2:12][C:11](=[O:15])[CH2:10][CH2:9]1)=[O:7])([CH3:4])([CH3:3])[CH3:2].[Cl:16][C:17]1[CH:22]=[CH:21][C:20]([Mg]Br)=[CH:19][CH:18]=1.C(OCC)C. The catalyst is C1COCC1. The product is [C:1]([O:5][C:6]([N:8]1[CH2:14][CH2:13][CH2:12][C:11]([C:20]2[CH:21]=[CH:22][C:17]([Cl:16])=[CH:18][CH:19]=2)([OH:15])[CH2:10][CH2:9]1)=[O:7])([CH3:4])([CH3:2])[CH3:3]. The yield is 0.960. (2) The yield is 0.500. No catalyst specified. The reactants are C([C:8]1[C:17](=[O:18])[C:16]2[C:11](=[CH:12][C:13]([Cl:19])=[CH:14][CH:15]=2)[O:10][C:9]=1[CH:20]([NH:24][CH2:25][CH2:26][NH:27][C:28](=O)[C:29]1[CH:34]=[CH:33][C:32]([CH3:35])=[CH:31][CH:30]=1)[CH:21]([CH3:23])[CH3:22])C1C=CC=CC=1.P(Cl)(Cl)(Cl)=O.[C:42]1([CH3:48])[CH:47]=[CH:46][CH:45]=[CH:44][CH:43]=1. The product is [CH2:48]([C:8]1[C:17](=[O:18])[C:16]2[C:11](=[CH:12][C:13]([Cl:19])=[CH:14][CH:15]=2)[O:10][C:9]=1[CH:20]([N:24]1[CH2:25][CH2:26][N:27]=[C:28]1[C:29]1[CH:34]=[CH:33][C:32]([CH3:35])=[CH:31][CH:30]=1)[CH:21]([CH3:23])[CH3:22])[C:42]1[CH:47]=[CH:46][CH:45]=[CH:44][CH:43]=1. (3) The reactants are [Cl:1][C:2]1[CH:7]=[C:6]([N+:8]([O-])=O)[CH:5]=[CH:4][C:3]=1[C:11]([C:19]1[CH:24]=[CH:23][C:22]([Cl:25])=[CH:21][CH:20]=1)([C:13]1[N:14]([CH3:18])[CH:15]=[CH:16][N:17]=1)O.Cl[Sn]Cl.[NH4+].[OH-]. The catalyst is CC(O)=O.Cl. The product is [Cl:1][C:2]1[CH:7]=[C:6]([NH2:8])[CH:5]=[CH:4][C:3]=1[CH:11]([C:19]1[CH:24]=[CH:23][C:22]([Cl:25])=[CH:21][CH:20]=1)[C:13]1[N:14]([CH3:18])[CH:15]=[CH:16][N:17]=1. The yield is 0.910.